Dataset: Full USPTO retrosynthesis dataset with 1.9M reactions from patents (1976-2016). Task: Predict the reactants needed to synthesize the given product. (1) The reactants are: [Cl:1][C:2]1[CH:3]=[C:4]2[C:10]([C:11]3[N:16]=[C:15]([NH:17][C@H:18]4[CH2:23][CH2:22][CH2:21][C@@:20]([CH3:28])([C:24]([O:26][CH3:27])=[O:25])[CH2:19]4)[C:14]([F:29])=[CH:13][N:12]=3)=[CH:9][N:8](S(C3C=CC(C)=CC=3)(=O)=O)[C:5]2=[N:6][CH:7]=1.[H-].[Na+]. Given the product [Cl:1][C:2]1[CH:3]=[C:4]2[C:10]([C:11]3[N:16]=[C:15]([NH:17][C@H:18]4[CH2:23][CH2:22][CH2:21][C@@:20]([CH3:28])([C:24]([O:26][CH3:27])=[O:25])[CH2:19]4)[C:14]([F:29])=[CH:13][N:12]=3)=[CH:9][NH:8][C:5]2=[N:6][CH:7]=1, predict the reactants needed to synthesize it. (2) Given the product [C:1]1([S:7]([N:10]2[CH2:11][CH2:12][CH:13]([N:16]3[CH2:21][CH2:20][CH:19]([CH2:22][CH2:23][O:24][CH2:27][C:26]#[CH:25])[CH2:18][CH2:17]3)[CH2:14][CH2:15]2)(=[O:8])=[O:9])[CH:2]=[CH:3][CH:4]=[CH:5][CH:6]=1, predict the reactants needed to synthesize it. The reactants are: [C:1]1([S:7]([N:10]2[CH2:15][CH2:14][CH:13]([N:16]3[CH2:21][CH2:20][CH:19]([CH2:22][CH2:23][OH:24])[CH2:18][CH2:17]3)[CH2:12][CH2:11]2)(=[O:9])=[O:8])[CH:6]=[CH:5][CH:4]=[CH:3][CH:2]=1.[CH2:25](Br)[C:26]#[CH:27]. (3) The reactants are: [C:1](/[C:4](=[C:18](\O[Si](C(C)(C)C)(C)C)/[CH3:19])/[CH2:5][C:6]([NH:8][CH2:9][C:10]1[CH:15]=[CH:14][C:13]([F:16])=[CH:12][C:11]=1[Cl:17])=[O:7])(=O)[CH3:2].Cl.Cl.[NH:30]([CH2:32][C:33]1[CH:34]=[N:35][CH:36]=[CH:37][CH:38]=1)[NH2:31].C([O-])(=O)C.[Na+]. Given the product [Cl:17][C:11]1[CH:12]=[C:13]([F:16])[CH:14]=[CH:15][C:10]=1[CH2:9][NH:8][C:6](=[O:7])[CH2:5][C:4]1[C:1]([CH3:2])=[N:31][N:30]([CH2:32][C:33]2[CH:34]=[N:35][CH:36]=[CH:37][CH:38]=2)[C:18]=1[CH3:19], predict the reactants needed to synthesize it. (4) Given the product [CH3:1][N:2]([CH2:4][CH:5]([C:14]1([OH:20])[CH2:19][CH2:18][CH2:17][CH2:16][CH2:15]1)[C:6]1[CH:7]=[CH:8][C:9]([OH:12])=[CH:10][CH:11]=1)[CH3:3], predict the reactants needed to synthesize it. The reactants are: [CH3:1][N:2]([CH2:4][CH:5]([C:14]1([OH:20])[CH2:19][CH2:18][CH2:17][CH2:16][CH2:15]1)[C:6]1[CH:7]=[CH:8][C:9]([O:12]C)=[CH:10][CH:11]=1)[CH3:3].[Na].C1(S)C=CC=CC=1.OP(O)(O)=O. (5) Given the product [O:1]1[C:5]2[CH:6]=[CH:7][CH:8]=[CH:9][C:4]=2[CH:3]=[C:2]1[S:10]([NH:13][C:14]1[CH:19]=[C:18]([Cl:20])[CH:17]=[CH:16][C:15]=1[S:21]([CH2:22][C:23]1[CH:24]=[C:25]([NH:29][C:30](=[O:32])[CH3:31])[CH:26]=[CH:27][CH:28]=1)=[O:41])(=[O:11])=[O:12], predict the reactants needed to synthesize it. The reactants are: [O:1]1[C:5]2[CH:6]=[CH:7][CH:8]=[CH:9][C:4]=2[CH:3]=[C:2]1[S:10]([NH:13][C:14]1[CH:19]=[C:18]([Cl:20])[CH:17]=[CH:16][C:15]=1[S:21][CH2:22][C:23]1[CH:24]=[C:25]([NH:29][C:30](=[O:32])[CH3:31])[CH:26]=[CH:27][CH:28]=1)(=[O:12])=[O:11].C1C=C(Cl)C=C(C(OO)=[O:41])C=1.